Task: Predict the reactants needed to synthesize the given product.. Dataset: Retrosynthesis with 50K atom-mapped reactions and 10 reaction types from USPTO (1) Given the product O=C(O)c1ccc(N2CCCC2=O)cc1, predict the reactants needed to synthesize it. The reactants are: COC(=O)c1ccc(N2CCCC2=O)cc1. (2) Given the product Cc1ccc(-c2cc(Cl)ccc2OCc2ccccc2)n1-c1cc(C(=O)O)cc(C(F)(F)F)c1, predict the reactants needed to synthesize it. The reactants are: COC(=O)c1cc(-n2c(C)ccc2-c2cc(Cl)ccc2OCc2ccccc2)cc(C(F)(F)F)c1. (3) Given the product COc1cccc(NN=C(Sc2ccc(Cl)cc2)C(C)=O)c1, predict the reactants needed to synthesize it. The reactants are: COc1cccc(NN=C(Cl)C(C)=O)c1.Sc1ccc(Cl)cc1. (4) The reactants are: BrC(Br)(Br)Br.CCCCn1c(=O)c(NC(=O)Nc2c(C(C)C)cccc2C(C)C)c(-c2cccc(C#CCO)c2)c2cccnc21. Given the product CCCCn1c(=O)c(NC(=O)Nc2c(C(C)C)cccc2C(C)C)c(-c2cccc(C#CCBr)c2)c2cccnc21, predict the reactants needed to synthesize it. (5) Given the product COc1ccc(CCNC(=O)CCCCC(=O)NCCNc2ccccc2)cc1OC, predict the reactants needed to synthesize it. The reactants are: COc1ccc(CCNC(=O)CCCCC(=O)O)cc1OC.NCCNc1ccccc1.